From a dataset of NCI-60 drug combinations with 297,098 pairs across 59 cell lines. Regression. Given two drug SMILES strings and cell line genomic features, predict the synergy score measuring deviation from expected non-interaction effect. (1) Drug 1: CS(=O)(=O)C1=CC(=C(C=C1)C(=O)NC2=CC(=C(C=C2)Cl)C3=CC=CC=N3)Cl. Drug 2: CS(=O)(=O)OCCCCOS(=O)(=O)C. Cell line: HT29. Synergy scores: CSS=4.62, Synergy_ZIP=-1.09, Synergy_Bliss=-2.23, Synergy_Loewe=-7.68, Synergy_HSA=-6.27. (2) Drug 1: CCCS(=O)(=O)NC1=C(C(=C(C=C1)F)C(=O)C2=CNC3=C2C=C(C=N3)C4=CC=C(C=C4)Cl)F. Drug 2: C1=NNC2=C1C(=O)NC=N2. Cell line: MDA-MB-231. Synergy scores: CSS=0.172, Synergy_ZIP=3.91, Synergy_Bliss=5.24, Synergy_Loewe=2.09, Synergy_HSA=1.31. (3) Drug 1: C1=C(C(=O)NC(=O)N1)F. Drug 2: C1C(C(OC1N2C=NC(=NC2=O)N)CO)O. Cell line: DU-145. Synergy scores: CSS=36.3, Synergy_ZIP=-2.76, Synergy_Bliss=-4.26, Synergy_Loewe=-2.96, Synergy_HSA=-2.08. (4) Drug 1: CN(C)C1=NC(=NC(=N1)N(C)C)N(C)C. Drug 2: C(CN)CNCCSP(=O)(O)O. Cell line: BT-549. Synergy scores: CSS=-2.75, Synergy_ZIP=2.23, Synergy_Bliss=-1.16, Synergy_Loewe=-8.40, Synergy_HSA=-6.46. (5) Drug 1: CC12CCC(CC1=CCC3C2CCC4(C3CC=C4C5=CN=CC=C5)C)O. Drug 2: C1=C(C(=O)NC(=O)N1)N(CCCl)CCCl. Cell line: MDA-MB-231. Synergy scores: CSS=20.5, Synergy_ZIP=-0.798, Synergy_Bliss=-1.79, Synergy_Loewe=-3.06, Synergy_HSA=-0.445. (6) Drug 1: CC1=C(C=C(C=C1)NC2=NC=CC(=N2)N(C)C3=CC4=NN(C(=C4C=C3)C)C)S(=O)(=O)N.Cl. Drug 2: C1=NC2=C(N=C(N=C2N1C3C(C(C(O3)CO)O)O)F)N. Cell line: NCI-H522. Synergy scores: CSS=6.16, Synergy_ZIP=-4.13, Synergy_Bliss=-3.61, Synergy_Loewe=-11.6, Synergy_HSA=-4.69.